From a dataset of Catalyst prediction with 721,799 reactions and 888 catalyst types from USPTO. Predict which catalyst facilitates the given reaction. (1) Reactant: [NH2:1][C:2]1[CH:7]=[CH:6][C:5]([CH2:8][C:9]([NH:12][C:13](=[O:30])[C:14]([NH:16][C:17]2[CH:22]=[CH:21][C:20]([C:23]3[O:27][CH:26]=[N:25][CH:24]=3)=[C:19]([O:28][CH3:29])[CH:18]=2)=[O:15])([CH3:11])[CH3:10])=[CH:4][CH:3]=1.[C:31](OC(=O)C)(=[O:33])[CH3:32].C(N1CCOCC1)C. Product: [C:31]([NH:1][C:2]1[CH:7]=[CH:6][C:5]([CH2:8][C:9]([NH:12][C:13](=[O:30])[C:14]([NH:16][C:17]2[CH:22]=[CH:21][C:20]([C:23]3[O:27][CH:26]=[N:25][CH:24]=3)=[C:19]([O:28][CH3:29])[CH:18]=2)=[O:15])([CH3:10])[CH3:11])=[CH:4][CH:3]=1)(=[O:33])[CH3:32]. The catalyst class is: 4. (2) Reactant: Cl[C:2]1[CH:7]=[C:6]([C:8]2[CH:13]=[CH:12][CH:11]=[C:10]([F:14])[C:9]=2[F:15])[N:5]=[CH:4][N:3]=1.[CH3:16][CH:17]([OH:21])[C:18]#[C:19][CH3:20].[H-].[Na+].O. Product: [F:15][C:9]1[C:10]([F:14])=[CH:11][CH:12]=[CH:13][C:8]=1[C:6]1[CH:7]=[C:2]([O:21][CH:17]([CH3:16])[C:18]#[C:19][CH3:20])[N:3]=[CH:4][N:5]=1. The catalyst class is: 9. (3) Reactant: [NH2:1][CH2:2][C:3]1[CH:4]=[N:5][C:6]([O:9][CH2:10][C:11](=[O:18])NCC(C)(C)C)=[CH:7][CH:8]=1.CC(C)(C)CN[C:23](COC1N=CC(C#N)=CC=1)=[O:24]. Product: [CH3:23][O:24][C:11]([CH2:10][O:9][C:6]1[N:5]=[CH:4][C:3]([C:2]#[N:1])=[CH:8][CH:7]=1)=[O:18]. The catalyst class is: 750. (4) Reactant: [CH3:1][O:2][C:3]1[CH:4]=[CH:5][C:6]2[C:18]3[C:17]4[CH:16]=[N:15][CH:14]=[CH:13][C:12]=4[C:11](=[O:19])[C:10]=3[C:9](OS(C3C=CC(C)=CC=3)(=O)=O)=[N:8][C:7]=2[C:31]=1[CH3:32].[CH3:33][N:34]([CH3:38])[CH2:35][CH2:36][NH2:37]. Product: [CH3:33][N:34]([CH3:38])[CH2:35][CH2:36][NH:37][C:9]1[C:10]2[C:11](=[O:19])[C:12]3[CH:13]=[CH:14][N:15]=[CH:16][C:17]=3[C:18]=2[C:6]2[CH:5]=[CH:4][C:3]([O:2][CH3:1])=[C:31]([CH3:32])[C:7]=2[N:8]=1. The catalyst class is: 4. (5) Reactant: P(Cl)(Cl)([Cl:3])=O.[CH3:6][N:7]([CH3:32])[C@@H:8]1[CH2:12][CH2:11][N:10]([C:13]2[CH:22]=[C:21]3[C:16]([C:17](=O)[NH:18][CH:19]=[N:20]3)=[C:15]([O:24][CH:25]3[CH2:30][CH2:29][N:28]([CH3:31])[CH2:27][CH2:26]3)[CH:14]=2)[CH2:9]1.C(N(C(C)C)CC)(C)C. Product: [Cl:3][C:17]1[C:16]2[C:21](=[CH:22][C:13]([N:10]3[CH2:11][CH2:12][C@@H:8]([N:7]([CH3:32])[CH3:6])[CH2:9]3)=[CH:14][C:15]=2[O:24][CH:25]2[CH2:30][CH2:29][N:28]([CH3:31])[CH2:27][CH2:26]2)[N:20]=[CH:19][N:18]=1. The catalyst class is: 26. (6) Product: [OH:8][CH2:9][CH:11]1[CH2:20][CH2:19][C:18]2[C:13](=[CH:14][CH:15]=[CH:16][CH:17]=2)[C:12]1=[O:26]. Reactant: [H-].[Al+3].[Li+].[H-].[H-].[H-].C[O:8][C:9]([C:11]1[CH2:20][CH2:19][C:18]2[C:13](=[CH:14][C:15](CC(C)(C)C)=[CH:16][CH:17]=2)[C:12]=1[OH:26])=O. The catalyst class is: 7. (7) Reactant: [NH:1]1[CH2:4][CH:3]([N:5]2[C:9]([C:10]3[CH:33]=[C:32]([Cl:34])[CH:31]=[CH:30][C:11]=3[O:12][C:13]3[CH:18]=[CH:17][C:16]([S:19]([NH:22][C:23]4[N:24]=[CH:25][S:26][CH:27]=4)(=[O:21])=[O:20])=[CH:15][C:14]=3[C:28]#[N:29])=[CH:8][CH:7]=[N:6]2)[CH2:2]1.[CH2:35](N(CC)CC)[CH3:36].C(O[BH-](OC(=O)C)OC(=O)C)(=O)C.[Na+].C(=O)C. Product: [Cl:34][C:32]1[CH:31]=[CH:30][C:11]([O:12][C:13]2[CH:18]=[CH:17][C:16]([S:19]([NH:22][C:23]3[N:24]=[CH:25][S:26][CH:27]=3)(=[O:21])=[O:20])=[CH:15][C:14]=2[C:28]#[N:29])=[C:10]([C:9]2[N:5]([CH:3]3[CH2:2][N:1]([CH2:35][CH3:36])[CH2:4]3)[N:6]=[CH:7][CH:8]=2)[CH:33]=1. The catalyst class is: 138. (8) Reactant: [C:1]1([C:7]2[C:11]([C:12]([F:15])([F:14])[F:13])=[C:10]([C:16]3[NH:17][N:18]=[C:19]4[C:24]=3[CH2:23][CH2:22][C:21]3[CH:25]=[C:26]([CH:29]=O)[CH:27]=[CH:28][C:20]4=3)[O:9][N:8]=2)[CH:6]=[CH:5][CH:4]=[CH:3][CH:2]=1.[NH:31]1[CH2:34][CH:33]([C:35]([OH:37])=[O:36])[CH2:32]1.C([BH3-])#N.[Na+].[Cl:42]C(Cl)C. Product: [C:1]1([C:7]2[C:11]([C:12]([F:15])([F:14])[F:13])=[C:10]([C:16]3[NH:17][N:18]=[C:19]4[C:24]=3[CH2:23][CH2:22][C:21]3[CH:25]=[C:26]([CH2:29][N:31]5[CH2:34][CH:33]([C:35]([OH:37])=[O:36])[CH2:32]5)[CH:27]=[CH:28][C:20]4=3)[O:9][N:8]=2)[CH:6]=[CH:5][CH:4]=[CH:3][CH:2]=1.[ClH:42]. The catalyst class is: 130. (9) Reactant: [Cl:1][C:2]1[C:3]([CH3:15])=[C:4]([C@@H:8]2[CH2:10][C@H:9]2[C:11](OC)=[O:12])[CH:5]=[CH:6][CH:7]=1.[BH4-].[Li+]. Product: [Cl:1][C:2]1[C:3]([CH3:15])=[C:4]([C@@H:8]2[CH2:10][C@H:9]2[CH2:11][OH:12])[CH:5]=[CH:6][CH:7]=1. The catalyst class is: 1. (10) Reactant: [CH3:1][C:2]1[O:3][C:4]2[C:9]([C:10](=[O:12])[CH:11]=1)=[CH:8][CH:7]=[CH:6][C:5]=2[CH:13]=O.[C:15]([O:21][CH2:22][CH2:23][CH3:24])(=[O:20])[CH2:16][C:17]([CH3:19])=[O:18].C(O)(=O)C.N1CCCCC1. Product: [CH3:1][C:2]1[O:3][C:4]2[C:9]([C:10](=[O:12])[CH:11]=1)=[CH:8][CH:7]=[CH:6][C:5]=2[CH:13]=[C:16]([C:17](=[O:18])[CH3:19])[C:15]([O:21][CH2:22][CH2:23][CH3:24])=[O:20]. The catalyst class is: 4.